From a dataset of Drug-target binding data from BindingDB using Ki measurements. Regression. Given a target protein amino acid sequence and a drug SMILES string, predict the binding affinity score between them. We predict pKi (pKi = -log10(Ki in M); higher means stronger inhibition). Dataset: bindingdb_ki. The drug is O=C(O)COC[C@H]1CC[C@H](COC(=O)N(c2ccccc2)c2cccc(F)c2)CC1. The target protein (P43253) has sequence MVASGGRPDGPPSITPESPLIVGGREWQGMAGSCWNITYVQDSVGPATSTLMFVAGVVGNGLALGILGARRRSHPSAFAVLVTGLAVTDLLGTCFLSPAVFVAYARNSSLLGLAHGGTMLCDTFAFAMTFFGLASTLILFAMAVERCLALSHPYLYAQLDGPRCARLALPAIYAFCCLFCSLPLLGLGEHQQYCPGSWCFIRMRSPQPGGCAFSLAYASLMALLVTSIFFCNGSVTLSLCHMYRQQRRHHGSFVPTSRAREDEVYHLILLALMTGIMAVCSLPLTIRGFTQAIAPDSREMGDLHAFRFNAFNPILDPWVFILFRKAVFQRLKFWLCCLCARSVHGDLQTPLSRPVSGRRDTLAPDSLQAKEGNWVPLSTWGTGQVAPLTAVPLSGGDGCSVGMPSKTEAVVACSLC. The pKi is 7.3.